From a dataset of NCI-60 drug combinations with 297,098 pairs across 59 cell lines. Regression. Given two drug SMILES strings and cell line genomic features, predict the synergy score measuring deviation from expected non-interaction effect. (1) Drug 1: CCN(CC)CCNC(=O)C1=C(NC(=C1C)C=C2C3=C(C=CC(=C3)F)NC2=O)C. Drug 2: C1=CC=C(C(=C1)C(C2=CC=C(C=C2)Cl)C(Cl)Cl)Cl. Cell line: M14. Synergy scores: CSS=1.94, Synergy_ZIP=0.0394, Synergy_Bliss=2.31, Synergy_Loewe=-6.96, Synergy_HSA=0.187. (2) Drug 1: CC12CCC3C(C1CCC2=O)CC(=C)C4=CC(=O)C=CC34C. Drug 2: C#CCC(CC1=CN=C2C(=N1)C(=NC(=N2)N)N)C3=CC=C(C=C3)C(=O)NC(CCC(=O)O)C(=O)O. Cell line: HOP-62. Synergy scores: CSS=31.3, Synergy_ZIP=-6.15, Synergy_Bliss=-6.22, Synergy_Loewe=2.16, Synergy_HSA=-5.72. (3) Drug 1: C1=C(C(=O)NC(=O)N1)N(CCCl)CCCl. Drug 2: CNC(=O)C1=NC=CC(=C1)OC2=CC=C(C=C2)NC(=O)NC3=CC(=C(C=C3)Cl)C(F)(F)F. Cell line: OVCAR-8. Synergy scores: CSS=44.7, Synergy_ZIP=-5.68, Synergy_Bliss=0.368, Synergy_Loewe=-3.48, Synergy_HSA=2.76. (4) Drug 1: CNC(=O)C1=NC=CC(=C1)OC2=CC=C(C=C2)NC(=O)NC3=CC(=C(C=C3)Cl)C(F)(F)F. Drug 2: CC(C)(C#N)C1=CC(=CC(=C1)CN2C=NC=N2)C(C)(C)C#N. Cell line: DU-145. Synergy scores: CSS=-0.622, Synergy_ZIP=-0.849, Synergy_Bliss=-3.37, Synergy_Loewe=-2.32, Synergy_HSA=-3.03. (5) Drug 1: CCCS(=O)(=O)NC1=C(C(=C(C=C1)F)C(=O)C2=CNC3=C2C=C(C=N3)C4=CC=C(C=C4)Cl)F. Drug 2: CNC(=O)C1=CC=CC=C1SC2=CC3=C(C=C2)C(=NN3)C=CC4=CC=CC=N4. Cell line: CCRF-CEM. Synergy scores: CSS=9.88, Synergy_ZIP=-0.249, Synergy_Bliss=6.47, Synergy_Loewe=2.06, Synergy_HSA=3.91. (6) Drug 1: CC1=CC=C(C=C1)C2=CC(=NN2C3=CC=C(C=C3)S(=O)(=O)N)C(F)(F)F. Drug 2: COCCOC1=C(C=C2C(=C1)C(=NC=N2)NC3=CC=CC(=C3)C#C)OCCOC.Cl. Cell line: EKVX. Synergy scores: CSS=3.49, Synergy_ZIP=-0.828, Synergy_Bliss=2.18, Synergy_Loewe=-7.98, Synergy_HSA=-3.10. (7) Drug 1: CC1=C(N=C(N=C1N)C(CC(=O)N)NCC(C(=O)N)N)C(=O)NC(C(C2=CN=CN2)OC3C(C(C(C(O3)CO)O)O)OC4C(C(C(C(O4)CO)O)OC(=O)N)O)C(=O)NC(C)C(C(C)C(=O)NC(C(C)O)C(=O)NCCC5=NC(=CS5)C6=NC(=CS6)C(=O)NCCC[S+](C)C)O. Drug 2: CS(=O)(=O)OCCCCOS(=O)(=O)C. Cell line: HOP-62. Synergy scores: CSS=66.7, Synergy_ZIP=-0.109, Synergy_Bliss=0.140, Synergy_Loewe=-43.7, Synergy_HSA=-0.724. (8) Drug 1: CN(C)N=NC1=C(NC=N1)C(=O)N. Drug 2: C1=NC(=NC(=O)N1C2C(C(C(O2)CO)O)O)N. Cell line: BT-549. Synergy scores: CSS=5.43, Synergy_ZIP=-2.20, Synergy_Bliss=1.45, Synergy_Loewe=-4.29, Synergy_HSA=-0.132.